Dataset: Forward reaction prediction with 1.9M reactions from USPTO patents (1976-2016). Task: Predict the product of the given reaction. (1) The product is: [NH2:1][C:2]1[C:7]([C:8]([O:10][CH3:16])=[O:9])=[CH:6][N:5]=[CH:4][N:3]=1. Given the reactants [NH2:1][C:2]1[C:7]([C:8]([OH:10])=[O:9])=[CH:6][N:5]=[CH:4][N:3]=1.S(=O)(=O)(O)O.[CH3:16]O, predict the reaction product. (2) Given the reactants F[C:2]1[CH:9]=[C:8]([N:10]2[C:18]3[CH2:17][C:16]([CH3:20])([CH3:19])[CH2:15][C:14](=[O:21])[C:13]=3[C:12]([CH3:22])=[N:11]2)[CH:7]=[C:6]([F:23])[C:3]=1[C:4]#[N:5].[CH:24]1([NH2:29])[CH2:28][CH2:27][CH2:26][CH2:25]1.CCN(C(C)C)C(C)C, predict the reaction product. The product is: [CH:24]1([NH:29][C:2]2[CH:9]=[C:8]([N:10]3[C:18]4[CH2:17][C:16]([CH3:20])([CH3:19])[CH2:15][C:14](=[O:21])[C:13]=4[C:12]([CH3:22])=[N:11]3)[CH:7]=[C:6]([F:23])[C:3]=2[C:4]#[N:5])[CH2:28][CH2:27][CH2:26][CH2:25]1. (3) Given the reactants [F:1][C:2]1[CH:3]=[C:4]([CH:6]=[CH:7][C:8]=1[O:9][C:10]1[CH:18]=[CH:17][CH:16]=[C:15]2[C:11]=1[CH:12]=[N:13][NH:14]2)[NH2:5].Cl[C:20]1[CH:25]=[C:24]([C:26]2[CH:31]=[CH:30][N:29]=[CH:28][CH:27]=2)[N:23]=[C:22]([NH2:32])[N:21]=1.Cl.[OH-].[Na+], predict the reaction product. The product is: [NH2:32][C:22]1[N:21]=[C:20]([NH:5][C:4]2[CH:6]=[CH:7][C:8]([O:9][C:10]3[CH:18]=[CH:17][CH:16]=[C:15]4[C:11]=3[CH:12]=[N:13][NH:14]4)=[C:2]([F:1])[CH:3]=2)[CH:25]=[C:24]([C:26]2[CH:31]=[CH:30][N:29]=[CH:28][CH:27]=2)[N:23]=1.